From a dataset of Catalyst prediction with 721,799 reactions and 888 catalyst types from USPTO. Predict which catalyst facilitates the given reaction. (1) Reactant: Br[C:2]([F:9])([F:8])[C:3]([O:5][CH2:6][CH3:7])=[O:4].Br[C:11]1[C:16]([F:17])=[CH:15][C:14]([C:18]([F:21])([F:20])[F:19])=[CH:13][N:12]=1. Product: [F:8][C:2]([F:9])([C:11]1[C:16]([F:17])=[CH:15][C:14]([C:18]([F:21])([F:19])[F:20])=[CH:13][N:12]=1)[C:3]([O:5][CH2:6][CH3:7])=[O:4]. The catalyst class is: 16. (2) Reactant: Br[C:2]1[C:3]([NH:14][C:15]2[C:24]3[C:19](=[CH:20][C:21]([F:26])=[CH:22][C:23]=3[F:25])[N:18]=[C:17]([C:27]3[CH:32]=[CH:31][CH:30]=[CH:29][N:28]=3)[C:16]=2[CH3:33])=[CH:4][C:5]([N:8]2[CH2:13][CH2:12][O:11][CH2:10][CH2:9]2)=[N:6][CH:7]=1.[F:34][C:35]1[C:36](B(O)O)=[CH:37][C:38]([O:41][CH3:42])=[N:39][CH:40]=1.C1(P(C2CCCCC2)C2CCCCC2)CCCCC1.[O-]P([O-])([O-])=O.[K+].[K+].[K+]. Product: [F:25][C:23]1[CH:22]=[C:21]([F:26])[CH:20]=[C:19]2[C:24]=1[C:15]([NH:14][C:3]1[CH:4]=[C:5]([N:8]3[CH2:13][CH2:12][O:11][CH2:10][CH2:9]3)[N:6]=[CH:7][C:2]=1[C:36]1[C:35]([F:34])=[CH:40][N:39]=[C:38]([O:41][CH3:42])[CH:37]=1)=[C:16]([CH3:33])[C:17]([C:27]1[CH:32]=[CH:31][CH:30]=[CH:29][N:28]=1)=[N:18]2. The catalyst class is: 552. (3) Reactant: Br[C:2]1[CH:3]=[N:4][CH:5]=[CH:6][CH:7]=1.C([Mg]Cl)CC.[Sn:13](Cl)([CH3:16])([CH3:15])[CH3:14].N#N. Product: [CH3:14][Sn:13]([CH3:16])([CH3:15])[C:2]1[CH:3]=[N:4][CH:5]=[CH:6][CH:7]=1. The catalyst class is: 1. (4) Reactant: [N:1]1[CH:6]=[CH:5][C:4](B(O)O)=[CH:3][CH:2]=1.P([O-])([O-])([O-])=O.[K+].[K+].[K+].Br[C:19]1[CH:20]=[C:21]([NH:27][C@@H:28]2[CH2:33][CH2:32][CH2:31][N:30]([C:34]([O:36][C:37]([CH3:40])([CH3:39])[CH3:38])=[O:35])[CH2:29]2)[C:22]([O:25][CH3:26])=[N:23][CH:24]=1. Product: [CH3:26][O:25][C:22]1[N:23]=[CH:24][C:19]([C:4]2[CH:5]=[CH:6][N:1]=[CH:2][CH:3]=2)=[CH:20][C:21]=1[NH:27][C@@H:28]1[CH2:33][CH2:32][CH2:31][N:30]([C:34]([O:36][C:37]([CH3:40])([CH3:39])[CH3:38])=[O:35])[CH2:29]1. The catalyst class is: 75. (5) Product: [F:18][CH:19]1[CH2:22][N:21]([C:2]2[N:7]=[C:6]([CH3:8])[C:5]([N+:9]([O-:11])=[O:10])=[CH:4][CH:3]=2)[CH2:20]1. The catalyst class is: 31. Reactant: Cl[C:2]1[N:7]=[C:6]([CH3:8])[C:5]([N+:9]([O-:11])=[O:10])=[CH:4][CH:3]=1.C([O-])([O-])=O.[Cs+].[Cs+].[F:18][CH:19]1[CH2:22][NH:21][CH2:20]1. (6) Reactant: C(N(CC)CC)C.[Cl:8][C:9]1[CH:14]=[CH:13][CH:12]=[CH:11][C:10]=1[C:15](Cl)=[N:16][OH:17].[CH2:19]([OH:22])[C:20]#[CH:21]. Product: [Cl:8][C:9]1[CH:14]=[CH:13][CH:12]=[CH:11][C:10]=1[C:15]1[CH:21]=[C:20]([CH2:19][OH:22])[O:17][N:16]=1. The catalyst class is: 27. (7) Reactant: [CH:1]1([N:7]=[C:8]=[S:9])[CH2:6][CH2:5][CH2:4][CH2:3][CH2:2]1.[CH3:10][N:11]1[CH2:16][CH2:15][N:14]([CH2:17][CH2:18][CH2:19][NH2:20])[CH2:13][CH2:12]1. Product: [CH:1]1([NH:7][C:8]([NH:20][CH2:19][CH2:18][CH2:17][N:14]2[CH2:13][CH2:12][N:11]([CH3:10])[CH2:16][CH2:15]2)=[S:9])[CH2:6][CH2:5][CH2:4][CH2:3][CH2:2]1. The catalyst class is: 310.